This data is from Peptide-MHC class I binding affinity with 185,985 pairs from IEDB/IMGT. The task is: Regression. Given a peptide amino acid sequence and an MHC pseudo amino acid sequence, predict their binding affinity value. This is MHC class I binding data. (1) The peptide sequence is LPACVYGLAV. The MHC is HLA-B07:02 with pseudo-sequence HLA-B07:02. The binding affinity (normalized) is 0.659. (2) The peptide sequence is ISLWGSLLK. The MHC is HLA-A26:01 with pseudo-sequence HLA-A26:01. The binding affinity (normalized) is 0.0847. (3) The peptide sequence is KMYWITRSK. The MHC is HLA-A02:16 with pseudo-sequence HLA-A02:16. The binding affinity (normalized) is 0.0847. (4) The peptide sequence is YQVEGATRV. The MHC is HLA-A25:01 with pseudo-sequence HLA-A25:01. The binding affinity (normalized) is 0.0847.